From a dataset of Full USPTO retrosynthesis dataset with 1.9M reactions from patents (1976-2016). Predict the reactants needed to synthesize the given product. (1) Given the product [N:54]1([C:37]2[CH:36]=[CH:44][N:45]=[CH:41][CH:42]=2)[CH2:46][CH2:47][CH2:48][CH2:49]1.[F:17][C:2]([F:1])([CH:8]([O:16][C:18](=[O:25])[C:19]1[CH:24]=[CH:23][CH:22]=[CH:21][CH:20]=1)[CH:9]1[CH2:13][O:12][C:11]([CH3:14])([CH3:15])[O:10]1)[C:3]([O:5][CH2:6][CH3:7])=[O:4], predict the reactants needed to synthesize it. The reactants are: [F:1][C:2]([F:17])([CH:8]([OH:16])[CH:9]1[CH2:13][O:12][C:11]([CH3:15])([CH3:14])[O:10]1)[C:3]([O:5][CH2:6][CH3:7])=[O:4].[C:18](Cl)(=[O:25])[C:19]1[CH:24]=[CH:23][CH:22]=[CH:21][CH:20]=1.C(Br)(=O)C1C=CC=CC=1.[C:36]([C:44]#[N:45])(=O)[C:37]1[CH:42]=[CH:41]C=CC=1.[C:46]([N:54]=[N+]=[N-])(=O)[C:47]1C=CC=[CH:49][CH:48]=1. (2) The reactants are: [F:1][C:2]([F:12])([F:11])[O:3][C:4]1[CH:10]=[CH:9][CH:8]=[CH:7][C:5]=1[NH2:6].P(=O)(O)(O)O.[N+]([O-])(O)=O.[N:22]([O-])=O.[Na+].C([O-])(=O)C.[K+].[C:31]([CH2:34][C:35](=[O:37])[CH3:36])(=[O:33])[CH3:32]. Given the product [F:1][C:2]([F:11])([F:12])[O:3][C:4]1[CH:10]=[CH:9][CH:8]=[CH:7][C:5]=1[NH:6][N:22]=[C:34]([C:35](=[O:37])[CH3:36])[C:31](=[O:33])[CH3:32], predict the reactants needed to synthesize it. (3) Given the product [NH2:1][C:2]1[C:7]([CH:8]=[O:14])=[C:6]([CH3:10])[N:5]=[C:4]([O:11][CH3:12])[N:3]=1, predict the reactants needed to synthesize it. The reactants are: [NH2:1][C:2]1[C:7]([C:8]#N)=[C:6]([CH3:10])[N:5]=[C:4]([O:11][CH3:12])[N:3]=1.S(=O)(=O)(O)[OH:14]. (4) The reactants are: [CH3:1][O:2][C:3]1[C:12]([NH:13][C:14](=[O:22])OC2C=CC=CC=2)=[CH:11][C:10]2[C:5](=[CH:6][CH:7]=[CH:8][CH:9]=2)[CH:4]=1.[CH3:23][C:24]1[CH:25]=[C:26]([N:31]2[CH2:36][CH2:35][NH:34][CH2:33][CH2:32]2)[CH:27]=[C:28]([CH3:30])[CH:29]=1.C1CCN2C(=NCCC2)CC1. Given the product [CH3:1][O:2][C:3]1[C:12]([NH:13][C:14]([N:34]2[CH2:35][CH2:36][N:31]([C:26]3[CH:27]=[C:28]([CH3:30])[CH:29]=[C:24]([CH3:23])[CH:25]=3)[CH2:32][CH2:33]2)=[O:22])=[CH:11][C:10]2[C:5](=[CH:6][CH:7]=[CH:8][CH:9]=2)[CH:4]=1, predict the reactants needed to synthesize it. (5) The reactants are: Cl[C:2]1[C:7]([O:8][CH:9]([CH2:12][CH3:13])[CH2:10][CH3:11])=[CH:6][C:5]([CH3:14])=[C:4]([C:15]2[CH:20]=[CH:19][C:18]([O:21][C:22]([F:25])([F:24])[F:23])=[CH:17][C:16]=2[O:26][CH3:27])[N:3]=1.P(C(C)(C)C)(C(C)(C)C)C(C)(C)C.[CH3:41][NH2:42].CC([O-])(C)C.[K+]. Given the product [CH2:10]([CH:9]([O:8][C:7]1[C:2]([NH:42][CH3:41])=[N:3][C:4]([C:15]2[CH:20]=[CH:19][C:18]([O:21][C:22]([F:25])([F:24])[F:23])=[CH:17][C:16]=2[O:26][CH3:27])=[C:5]([CH3:14])[CH:6]=1)[CH2:12][CH3:13])[CH3:11], predict the reactants needed to synthesize it. (6) Given the product [Cl:9][C:10]1[N:11]=[C:12]([N:23]2[CH2:28][CH2:27][O:26][CH2:25][C@@H:24]2[CH3:29])[C:13]2[CH:18]([CH3:2])[S:17](=[O:19])(=[O:20])[C:16]([CH3:21])([CH3:22])[C:14]=2[N:15]=1, predict the reactants needed to synthesize it. The reactants are: [Li+].[CH3:2]C([N-]C(C)C)C.[Cl:9][C:10]1[N:11]=[C:12]([N:23]2[CH2:28][CH2:27][O:26][CH2:25][C@@H:24]2[CH3:29])[C:13]2[CH2:18][S:17](=[O:20])(=[O:19])[C:16]([CH3:22])([CH3:21])[C:14]=2[N:15]=1.CI. (7) The reactants are: [Br:1][C:2]1[CH:7]=[CH:6][C:5]([CH2:8][CH2:9][NH2:10])=[CH:4][CH:3]=1.N1C=CC=CC=1.[CH3:17][S:18](Cl)(=[O:20])=[O:19]. Given the product [Br:1][C:2]1[CH:7]=[CH:6][C:5]([CH2:8][CH2:9][NH:10][S:18]([CH3:17])(=[O:20])=[O:19])=[CH:4][CH:3]=1, predict the reactants needed to synthesize it. (8) Given the product [Cl:33][C:30]1[CH:29]=[CH:28][C:27]([C:22]2[C:21]([CH2:20][O:19][C:16]3[CH:17]=[CH:18][C:13]([C:12]([NH:9][CH2:8][CH:5]4[CH2:7][CH2:6]4)=[O:11])=[CH:14][N:15]=3)=[C:25]([CH3:26])[O:24][N:23]=2)=[CH:32][CH:31]=1, predict the reactants needed to synthesize it. The reactants are: C[Al](C)C.[CH:5]1([CH2:8][NH2:9])[CH2:7][CH2:6]1.C[O:11][C:12](=O)[C:13]1[CH:18]=[CH:17][C:16]([O:19][CH2:20][C:21]2[C:22]([C:27]3[CH:32]=[CH:31][C:30]([Cl:33])=[CH:29][CH:28]=3)=[N:23][O:24][C:25]=2[CH3:26])=[N:15][CH:14]=1.O.